From a dataset of CYP3A4 inhibition data for predicting drug metabolism from PubChem BioAssay. Regression/Classification. Given a drug SMILES string, predict its absorption, distribution, metabolism, or excretion properties. Task type varies by dataset: regression for continuous measurements (e.g., permeability, clearance, half-life) or binary classification for categorical outcomes (e.g., BBB penetration, CYP inhibition). Dataset: cyp3a4_veith. (1) The compound is COc1ccc(C(=O)N2CC3(CC(c4cccc([N+](=O)[O-])c4)=NO3)C[C@H]2C(=O)NCC(N)=O)cc1. The result is 0 (non-inhibitor). (2) The compound is N#Cc1c(N2CCCC(O)C2)nc(N)c2c(N)nc3c(c12)CC(=O)N3C12CC3CC(CC(C3)C1)C2. The result is 0 (non-inhibitor).